From a dataset of Full USPTO retrosynthesis dataset with 1.9M reactions from patents (1976-2016). Predict the reactants needed to synthesize the given product. (1) Given the product [C:24]([C:26]1[CH:27]=[CH:28][C:29]([NH:32][C:33]([NH:7][C:2]2[CH:3]=[CH:4][CH:5]=[CH:6][C:1]=2[NH:8][CH:16]([C:18]2[CH:23]=[CH:22][CH:21]=[CH:20][CH:19]=2)[CH3:17])=[O:34])=[CH:30][CH:31]=1)#[N:25], predict the reactants needed to synthesize it. The reactants are: [C:1]1([NH2:8])[CH:6]=[CH:5][CH:4]=[CH:3][C:2]=1[NH2:7].C(=O)([O-])[O-].[K+].[K+].Br[CH:16]([C:18]1[CH:23]=[CH:22][CH:21]=[CH:20][CH:19]=1)[CH3:17].[C:24]([C:26]1[CH:31]=[CH:30][C:29]([N:32]=[C:33]=[O:34])=[CH:28][CH:27]=1)#[N:25]. (2) Given the product [O:11]=[CH:10][C@H:9]([NH:8][C:6](=[O:7])[O:5][C:1]([CH3:4])([CH3:3])[CH3:2])[CH3:14], predict the reactants needed to synthesize it. The reactants are: [C:1]([O:5][C:6]([NH:8][C@H:9]([CH3:14])[C:10](OC)=[O:11])=[O:7])([CH3:4])([CH3:3])[CH3:2].[H-].C([Al+]CC(C)C)C(C)C.